Task: Predict the reaction yield, written as a fraction of the theoretical maximum amount of product (1.0 means a 100% yield; for example, 0.34 means a 34% yield).. Dataset: Reaction yield outcomes from USPTO patents with 853,638 reactions (1) The reactants are S(Cl)(Cl)=O.N1C2C=CC=CC=2N=N1.[C:14]([O:18][C:19]([N:21]1[CH2:24][CH:23]([C:25]2[CH:33]=[CH:32][C:28]([C:29]([OH:31])=O)=[CH:27][CH:26]=2)[CH2:22]1)=[O:20])([CH3:17])([CH3:16])[CH3:15].C(N(CC)CC)C.[NH2:41][C:42]1[CH:47]=[C:46]([O:48][C:49]2[CH:50]=[C:51]3[C:55](=[CH:56][C:57]=2[O:58][CH2:59][CH2:60][CH2:61][O:62][CH3:63])[N:54]([C:64]([NH:66][CH3:67])=[O:65])[CH:53]=[CH:52]3)[CH:45]=[CH:44][N:43]=1. The catalyst is ClCCl.CN(C)C1C=CN=CC=1.O1CCCC1.C(OCC)(=O)C.O. The product is [CH3:63][O:62][CH2:61][CH2:60][CH2:59][O:58][C:57]1[CH:56]=[C:55]2[C:51]([CH:52]=[CH:53][N:54]2[C:64](=[O:65])[NH:66][CH3:67])=[CH:50][C:49]=1[O:48][C:46]1[CH:45]=[CH:44][N:43]=[C:42]([NH:41][C:29]([C:28]2[CH:27]=[CH:26][C:25]([CH:23]3[CH2:22][N:21]([C:19]([O:18][C:14]([CH3:16])([CH3:17])[CH3:15])=[O:20])[CH2:24]3)=[CH:33][CH:32]=2)=[O:31])[CH:47]=1. The yield is 0.430. (2) The reactants are [CH3:1][N:2]1[C@H:14]2[C@H:5]([CH2:6][CH2:7][C:8]3[CH:9]=[CH:10][N:11]=[CH:12][C:13]=32)[CH2:4][CH2:3]1.[I:15][CH2:16][CH2:17][CH2:18][CH2:19][CH2:20][CH2:21][CH2:22][CH2:23][CH2:24][CH3:25]. The catalyst is CC(O)=O. The product is [I-:15].[CH2:16]([N+:11]1[CH:10]=[CH:9][C:8]2[CH2:7][CH2:6][C@@H:5]3[CH2:4][CH2:3][N:2]([CH3:1])[C@@H:14]3[C:13]=2[CH:12]=1)[CH2:17][CH2:18][CH2:19][CH2:20][CH2:21][CH2:22][CH2:23][CH2:24][CH3:25]. The yield is 0.670.